Dataset: CYP2D6 inhibition data for predicting drug metabolism from PubChem BioAssay. Task: Regression/Classification. Given a drug SMILES string, predict its absorption, distribution, metabolism, or excretion properties. Task type varies by dataset: regression for continuous measurements (e.g., permeability, clearance, half-life) or binary classification for categorical outcomes (e.g., BBB penetration, CYP inhibition). Dataset: cyp2d6_veith. The compound is COC(=O)[C@@]1(Cc2ccccc2)[C@H]2c3cc(C(=O)N(C)C)n(Cc4c(CO)[nH]cc(C)c4=O)c3C[C@H]2CN1C(=O)c1ccccc1. The result is 1 (inhibitor).